From a dataset of Forward reaction prediction with 1.9M reactions from USPTO patents (1976-2016). Predict the product of the given reaction. (1) Given the reactants [CH3:1][O:2][C:3]([CH2:5][O:6][C:7]1[CH:12]=[CH:11][C:10]([OH:13])=[CH:9][C:8]=1[N+:14]([O-:16])=[O:15])=[O:4].[C:17]([O:21][C:22]([N:24]1[CH2:29][CH2:28][CH:27](O)[CH2:26][CH2:25]1)=[O:23])([CH3:20])([CH3:19])[CH3:18].C1(P(C2C=CC=CC=2)C2C=CC=CC=2)C=CC=CC=1.N(C(OC(C)C)=O)=NC(OC(C)C)=O, predict the reaction product. The product is: [C:17]([O:21][C:22]([N:24]1[CH2:29][CH2:28][CH:27]([O:13][C:10]2[CH:11]=[CH:12][C:7]([O:6][CH2:5][C:3]([O:2][CH3:1])=[O:4])=[C:8]([N+:14]([O-:16])=[O:15])[CH:9]=2)[CH2:26][CH2:25]1)=[O:23])([CH3:20])([CH3:18])[CH3:19]. (2) Given the reactants [Cl:1][C:2]1[S:3][C:4]([S:15]([CH3:18])(=[O:17])=[O:16])=[C:5]2[C:10]3[N:11]=[C:12]([NH2:14])[S:13][C:9]=3[CH2:8][CH2:7][C:6]=12.[Cl:19][C:20]1[CH:25]=[C:24]([Cl:26])[CH:23]=[C:22]([CH3:27])[C:21]=1[S:28](Cl)(=[O:30])=[O:29], predict the reaction product. The product is: [Cl:19][C:20]1[CH:25]=[C:24]([Cl:26])[CH:23]=[C:22]([CH3:27])[C:21]=1[S:28]([NH:14][C:12]1[S:13][C:9]2[CH2:8][CH2:7][C:6]3=[C:2]([Cl:1])[S:3][C:4]([S:15]([CH3:18])(=[O:17])=[O:16])=[C:5]3[C:10]=2[N:11]=1)(=[O:30])=[O:29]. (3) Given the reactants [CH3:1][C:2]1[CH:9]=[CH:8][C:5]([CH:6]=O)=[CH:4][CH:3]=1.[O:10]=[C:11]([CH:13](P(=O)(OCC)OCC)[CH2:14][CH2:15][CH2:16][CH2:17][CH3:18])[CH3:12], predict the reaction product. The product is: [CH3:1][C:2]1[CH:9]=[CH:8][C:5](/[CH:6]=[C:13](\[CH2:14][CH2:15][CH2:16][CH2:17][CH3:18])/[C:11](=[O:10])[CH3:12])=[CH:4][CH:3]=1. (4) Given the reactants [C:1]1([O:11][CH2:12][CH2:13][CH2:14][Si:15](Cl)([Cl:17])[Cl:16])[C:10]2[C:5](=[CH:6][CH:7]=[CH:8][CH:9]=2)[CH:4]=[CH:3][CH:2]=1.C[SiH](Cl)Cl, predict the reaction product. The product is: [C:1]1([O:11][CH2:12][CH2:13][CH2:14][SiH:15]([Cl:17])[Cl:16])[C:10]2[C:5](=[CH:6][CH:7]=[CH:8][CH:9]=2)[CH:4]=[CH:3][CH:2]=1. (5) Given the reactants [F:1][C:2]1[CH:3]=[C:4]([CH:7]=[C:8]([N:10]2[CH2:16][CH2:15][CH2:14][C:13]3[O:17][C:18]([C:20]4[CH:25]=[CH:24][CH:23]=[CH:22][N:21]=4)=[N:19][C:12]=3[CH2:11]2)[CH:9]=1)C#N.BrC1C=C([F:33])C=C(F)C=1, predict the reaction product. The product is: [F:1][C:2]1[CH:9]=[C:8]([N:10]2[CH2:16][CH2:15][CH2:14][C:13]3[O:17][C:18]([C:20]4[CH:25]=[CH:24][CH:23]=[CH:22][N:21]=4)=[N:19][C:12]=3[CH2:11]2)[CH:7]=[C:4]([F:33])[CH:3]=1. (6) Given the reactants CC(C)([O-])C.[K+].Br[C:8]1[C:13]([O:14][CH2:15][CH2:16][CH2:17][NH2:18])=[CH:12][CH:11]=[CH:10][N:9]=1.C(P(C(C)(C)C)C(C)(C)C)(C)(C)C, predict the reaction product. The product is: [N:9]1[C:8]2[NH:18][CH2:17][CH2:16][CH2:15][O:14][C:13]=2[CH:12]=[CH:11][CH:10]=1. (7) Given the reactants [CH3:1][C:2]1[C:6]([C:7]2[N:8]([C:19]3[CH:24]=[CH:23][C:22]([OH:25])=[CH:21][CH:20]=3)[C:9]3[C:14]([C:15]=2[S:16][C:17]#[N:18])=[CH:13][CH:12]=[CH:11][CH:10]=3)=[C:5]([CH3:26])[O:4][N:3]=1.[NH2:27][OH:28].C([O-])(O)=O.[Na+], predict the reaction product. The product is: [OH:28][N:27]=[C:17]([S:16][C:15]1[C:14]2[C:9](=[CH:10][CH:11]=[CH:12][CH:13]=2)[N:8]([C:19]2[CH:20]=[CH:21][C:22]([OH:25])=[CH:23][CH:24]=2)[C:7]=1[C:6]1[C:2]([CH3:1])=[N:3][O:4][C:5]=1[CH3:26])[NH2:18]. (8) Given the reactants Cl[C:2]1[CH:3]=[CH:4][C:5]2[N:6]([C:8]([CH2:11][C:12]3[CH:17]=[CH:16][CH:15]=[CH:14][C:13]=3[F:18])=[N:9][CH:10]=2)[N:7]=1.C(N(CC)CC)C.[H][H], predict the reaction product. The product is: [F:18][C:13]1[CH:14]=[CH:15][CH:16]=[CH:17][C:12]=1[CH2:11][C:8]1[N:6]2[N:7]=[CH:2][CH:3]=[CH:4][C:5]2=[CH:10][N:9]=1.